From a dataset of NCI-60 drug combinations with 297,098 pairs across 59 cell lines. Regression. Given two drug SMILES strings and cell line genomic features, predict the synergy score measuring deviation from expected non-interaction effect. (1) Drug 1: C1=CC=C(C=C1)NC(=O)CCCCCCC(=O)NO. Drug 2: B(C(CC(C)C)NC(=O)C(CC1=CC=CC=C1)NC(=O)C2=NC=CN=C2)(O)O. Cell line: MCF7. Synergy scores: CSS=43.8, Synergy_ZIP=-8.25, Synergy_Bliss=-0.442, Synergy_Loewe=-7.95, Synergy_HSA=1.21. (2) Drug 1: C1=NC2=C(N1)C(=S)N=C(N2)N. Drug 2: C(CC(=O)O)C(=O)CN.Cl. Cell line: HS 578T. Synergy scores: CSS=34.8, Synergy_ZIP=-5.19, Synergy_Bliss=-4.67, Synergy_Loewe=-6.36, Synergy_HSA=-3.79. (3) Drug 1: C#CCC(CC1=CN=C2C(=N1)C(=NC(=N2)N)N)C3=CC=C(C=C3)C(=O)NC(CCC(=O)O)C(=O)O. Drug 2: CN(CCCl)CCCl.Cl. Cell line: HOP-92. Synergy scores: CSS=27.9, Synergy_ZIP=1.60, Synergy_Bliss=2.93, Synergy_Loewe=3.89, Synergy_HSA=3.99. (4) Drug 1: CC(C1=C(C=CC(=C1Cl)F)Cl)OC2=C(N=CC(=C2)C3=CN(N=C3)C4CCNCC4)N. Drug 2: CC1=CC=C(C=C1)C2=CC(=NN2C3=CC=C(C=C3)S(=O)(=O)N)C(F)(F)F. Cell line: K-562. Synergy scores: CSS=55.1, Synergy_ZIP=3.29, Synergy_Bliss=3.45, Synergy_Loewe=-16.3, Synergy_HSA=3.84. (5) Drug 1: CCC1(CC2CC(C3=C(CCN(C2)C1)C4=CC=CC=C4N3)(C5=C(C=C6C(=C5)C78CCN9C7C(C=CC9)(C(C(C8N6C=O)(C(=O)OC)O)OC(=O)C)CC)OC)C(=O)OC)O.OS(=O)(=O)O. Drug 2: C1CCC(C(C1)N)N.C(=O)(C(=O)[O-])[O-].[Pt+4]. Cell line: SF-268. Synergy scores: CSS=19.8, Synergy_ZIP=-4.02, Synergy_Bliss=-0.905, Synergy_Loewe=-20.0, Synergy_HSA=0.0523. (6) Drug 1: CC1C(C(=O)NC(C(=O)N2CCCC2C(=O)N(CC(=O)N(C(C(=O)O1)C(C)C)C)C)C(C)C)NC(=O)C3=C4C(=C(C=C3)C)OC5=C(C(=O)C(=C(C5=N4)C(=O)NC6C(OC(=O)C(N(C(=O)CN(C(=O)C7CCCN7C(=O)C(NC6=O)C(C)C)C)C)C(C)C)C)N)C. Drug 2: CC1=C2C(C(=O)C3(C(CC4C(C3C(C(C2(C)C)(CC1OC(=O)C(C(C5=CC=CC=C5)NC(=O)C6=CC=CC=C6)O)O)OC(=O)C7=CC=CC=C7)(CO4)OC(=O)C)O)C)OC(=O)C. Cell line: SW-620. Synergy scores: CSS=35.3, Synergy_ZIP=4.31, Synergy_Bliss=5.96, Synergy_Loewe=5.20, Synergy_HSA=5.21. (7) Drug 1: CCC1(CC2CC(C3=C(CCN(C2)C1)C4=CC=CC=C4N3)(C5=C(C=C6C(=C5)C78CCN9C7C(C=CC9)(C(C(C8N6C)(C(=O)OC)O)OC(=O)C)CC)OC)C(=O)OC)O.OS(=O)(=O)O. Drug 2: C1CN(CCN1C(=O)CCBr)C(=O)CCBr. Cell line: OVCAR-8. Synergy scores: CSS=28.2, Synergy_ZIP=-7.84, Synergy_Bliss=0.0824, Synergy_Loewe=3.02, Synergy_HSA=2.26. (8) Drug 1: CC1=CC2C(CCC3(C2CCC3(C(=O)C)OC(=O)C)C)C4(C1=CC(=O)CC4)C. Drug 2: C1=C(C(=O)NC(=O)N1)F. Cell line: M14. Synergy scores: CSS=23.2, Synergy_ZIP=-11.7, Synergy_Bliss=-11.1, Synergy_Loewe=-17.8, Synergy_HSA=-13.3. (9) Drug 1: COC1=CC(=CC(=C1O)OC)C2C3C(COC3=O)C(C4=CC5=C(C=C24)OCO5)OC6C(C(C7C(O6)COC(O7)C8=CC=CS8)O)O. Drug 2: CN1C2=C(C=C(C=C2)N(CCCl)CCCl)N=C1CCCC(=O)O.Cl. Cell line: LOX IMVI. Synergy scores: CSS=39.4, Synergy_ZIP=-3.38, Synergy_Bliss=-4.47, Synergy_Loewe=-1.14, Synergy_HSA=0.482.